Dataset: NCI-60 drug combinations with 297,098 pairs across 59 cell lines. Task: Regression. Given two drug SMILES strings and cell line genomic features, predict the synergy score measuring deviation from expected non-interaction effect. Drug 1: CC(C)NC(=O)C1=CC=C(C=C1)CNNC.Cl. Cell line: NCI-H226. Drug 2: CC1C(C(CC(O1)OC2CC(CC3=C2C(=C4C(=C3O)C(=O)C5=CC=CC=C5C4=O)O)(C(=O)C)O)N)O. Synergy scores: CSS=42.3, Synergy_ZIP=-1.35, Synergy_Bliss=-1.27, Synergy_Loewe=-35.4, Synergy_HSA=-0.192.